Task: Predict the product of the given reaction.. Dataset: Forward reaction prediction with 1.9M reactions from USPTO patents (1976-2016) (1) Given the reactants C(C1[CH:15]=[CH:14][C:13]2[C:12]3[C:7](=[CH:8][CH:9]=[CH:10][CH:11]=3)[CH2:6][C:5]=2C=1)#N.[H-].[Na+].C[N:19]1[C:23](=O)[CH2:22][CH2:21][CH2:20]1.[CH3:25]I, predict the reaction product. The product is: [C:23]([C:22]1[CH:15]=[CH:14][C:13]2[C:12]3[C:7](=[CH:8][CH:9]=[CH:10][CH:11]=3)[C:6]([CH3:5])([CH3:25])[C:20]=2[CH:21]=1)#[N:19]. (2) Given the reactants [Cl:1][C:2]1[C:3]([N:8]2[CH2:13][CH2:12][C:11]([CH3:14])=[C:10]([C:15]3[CH:21]=[CH:20][C:18]([NH2:19])=[CH:17][CH:16]=3)[CH2:9]2)=[N:4][CH:5]=[CH:6][N:7]=1.[F:22][C:23]1[CH:31]=[N:30][CH:29]=[CH:28][C:24]=1[C:25](O)=[O:26].C(Cl)CCl, predict the reaction product. The product is: [Cl:1][C:2]1[C:3]([N:8]2[CH2:13][CH2:12][C:11]([CH3:14])=[C:10]([C:15]3[CH:16]=[CH:17][C:18]([NH:19][C:25](=[O:26])[C:24]4[CH:28]=[CH:29][N:30]=[CH:31][C:23]=4[F:22])=[CH:20][CH:21]=3)[CH2:9]2)=[N:4][CH:5]=[CH:6][N:7]=1. (3) Given the reactants [C:1]([O:5][C:6]([N:8]1[CH2:13][CH2:12][CH:11]([C:14]([OH:16])=[O:15])[CH2:10][CH2:9]1)=[O:7])([CH3:4])([CH3:3])[CH3:2].[Si](C=[N+]=[N-])(C)(C)[CH3:18].CC(O)=O, predict the reaction product. The product is: [N:8]1([C:6]([O:5][C:1]([CH3:4])([CH3:2])[CH3:3])=[O:7])[CH2:13][CH2:12][CH:11]([C:14]([O:16][CH3:18])=[O:15])[CH2:10][CH2:9]1. (4) Given the reactants [CH2:1]([C:3]1[N:7]([C:8]2[N:16]=[C:15]3[C:11]([N:12]=[C:13]([CH:18]=O)[N:14]3[CH3:17])=[C:10]([N:20]3[CH2:25][CH2:24][O:23][CH2:22][CH2:21]3)[N:9]=2)[C:6]2[CH:26]=[CH:27][CH:28]=[CH:29][C:5]=2[N:4]=1)[CH3:2].[NH:30]1[CH2:33][CH:32]([C:34]([N:36]2[CH2:40][CH2:39][CH2:38][CH2:37]2)=[O:35])[CH2:31]1.C(O[BH-](OC(=O)C)OC(=O)C)(=O)C.[Na+], predict the reaction product. The product is: [CH2:1]([C:3]1[N:7]([C:8]2[N:16]=[C:15]3[C:11]([N:12]=[C:13]([CH2:18][N:30]4[CH2:31][CH:32]([C:34]([N:36]5[CH2:37][CH2:38][CH2:39][CH2:40]5)=[O:35])[CH2:33]4)[N:14]3[CH3:17])=[C:10]([N:20]3[CH2:25][CH2:24][O:23][CH2:22][CH2:21]3)[N:9]=2)[C:6]2[CH:26]=[CH:27][CH:28]=[CH:29][C:5]=2[N:4]=1)[CH3:2]. (5) Given the reactants [CH3:1][O:2][CH:3]1[CH2:7][N:6]([C:8]2[CH:9]=[N:10][N:11]3[CH2:16][C@H:15]([CH3:17])[N:14]([C:18]([O:20]C(C)(C)C)=O)[CH2:13][C:12]=23)[C:5](=[O:25])[CH2:4]1.[Cl:26][C:27]1[CH:28]=[C:29]([NH:34]C(=O)OC2C=CC=CC=2)[CH:30]=[CH:31][C:32]=1[F:33].FC(F)C1C=C(NC(=O)OC2C=CC=CC=2)C=CN=1, predict the reaction product. The product is: [Cl:26][C:27]1[CH:28]=[C:29]([NH:34][C:18]([N:14]2[C@@H:15]([CH3:17])[CH2:16][N:11]3[N:10]=[CH:9][C:8]([N:6]4[CH2:7][CH:3]([O:2][CH3:1])[CH2:4][C:5]4=[O:25])=[C:12]3[CH2:13]2)=[O:20])[CH:30]=[CH:31][C:32]=1[F:33]. (6) Given the reactants [CH3:1][NH:2][NH:3][CH3:4].Cl.Cl.CCN(CC)CC.CNNC.[C:18](Cl)([O:20][CH2:21][CH:22]1[C:34]2[C:29](=[CH:30][CH:31]=[CH:32][CH:33]=2)[C:28]2[C:23]1=[CH:24][CH:25]=[CH:26][CH:27]=2)=[O:19], predict the reaction product. The product is: [CH3:1][N:2]([C:18]([O:20][CH2:21][CH:22]1[C:23]2[CH:24]=[CH:25][CH:26]=[CH:27][C:28]=2[C:29]2[C:34]1=[CH:33][CH:32]=[CH:31][CH:30]=2)=[O:19])[NH:3][CH3:4]. (7) Given the reactants [O:1]1[C:5]2([CH2:10][CH2:9][NH:8][CH2:7][CH2:6]2)[O:4][CH2:3][CH2:2]1.F[C:12]1[CH:21]=[CH:20][C:15]([C:16]([O:18][CH3:19])=[O:17])=[C:14]([O:22][C:23]2[CH:28]=[CH:27][CH:26]=[CH:25][CH:24]=2)[CH:13]=1.C([O-])([O-])=O.[K+].[K+].O, predict the reaction product. The product is: [O:22]([C:14]1[CH:13]=[C:12]([N:8]2[CH2:9][CH2:10][C:5]3([O:4][CH2:3][CH2:2][O:1]3)[CH2:6][CH2:7]2)[CH:21]=[CH:20][C:15]=1[C:16]([O:18][CH3:19])=[O:17])[C:23]1[CH:24]=[CH:25][CH:26]=[CH:27][CH:28]=1. (8) The product is: [CH2:13]([C:17]1[N:18]=[C:19]([CH3:49])[N:20]([CH2:39][CH:40]2[CH2:44][C:43]3[CH:45]=[CH:46][CH:47]=[CH:48][C:42]=3[O:41]2)[C:21](=[O:38])[C:22]=1[CH2:23][C:24]1[CH:25]=[CH:26][C:27]([C:30]2[CH:35]=[CH:34][CH:33]=[CH:32][C:31]=2[C:36]2[NH:3][C:4](=[O:7])[O:5][N:37]=2)=[CH:28][CH:29]=1)[CH2:14][CH2:15][CH3:16]. Given the reactants [Cl-].O[NH3+:3].[C:4](=[O:7])([O-])[OH:5].[Na+].CS(C)=O.[CH2:13]([C:17]1[N:18]=[C:19]([CH3:49])[N:20]([CH2:39][CH:40]2[CH2:44][C:43]3[CH:45]=[CH:46][CH:47]=[CH:48][C:42]=3[O:41]2)[C:21](=[O:38])[C:22]=1[CH2:23][C:24]1[CH:29]=[CH:28][C:27]([C:30]2[C:31]([C:36]#[N:37])=[CH:32][CH:33]=[CH:34][CH:35]=2)=[CH:26][CH:25]=1)[CH2:14][CH2:15][CH3:16], predict the reaction product.